This data is from NCI-60 drug combinations with 297,098 pairs across 59 cell lines. The task is: Regression. Given two drug SMILES strings and cell line genomic features, predict the synergy score measuring deviation from expected non-interaction effect. (1) Drug 1: C1CN(P(=O)(OC1)NCCCl)CCCl. Drug 2: CC12CCC3C(C1CCC2OP(=O)(O)O)CCC4=C3C=CC(=C4)OC(=O)N(CCCl)CCCl.[Na+]. Cell line: SNB-19. Synergy scores: CSS=0.716, Synergy_ZIP=5.98, Synergy_Bliss=3.93, Synergy_Loewe=-0.667, Synergy_HSA=-0.0766. (2) Drug 1: CC1=C(C=C(C=C1)C(=O)NC2=CC(=CC(=C2)C(F)(F)F)N3C=C(N=C3)C)NC4=NC=CC(=N4)C5=CN=CC=C5. Drug 2: CC1=C(N=C(N=C1N)C(CC(=O)N)NCC(C(=O)N)N)C(=O)NC(C(C2=CN=CN2)OC3C(C(C(C(O3)CO)O)O)OC4C(C(C(C(O4)CO)O)OC(=O)N)O)C(=O)NC(C)C(C(C)C(=O)NC(C(C)O)C(=O)NCCC5=NC(=CS5)C6=NC(=CS6)C(=O)NCCC[S+](C)C)O. Cell line: OVCAR-4. Synergy scores: CSS=9.95, Synergy_ZIP=-1.71, Synergy_Bliss=2.66, Synergy_Loewe=-1.84, Synergy_HSA=0.748. (3) Drug 1: C1=CC(=CC=C1CCC2=CNC3=C2C(=O)NC(=N3)N)C(=O)NC(CCC(=O)O)C(=O)O. Drug 2: C1=CC=C(C(=C1)C(C2=CC=C(C=C2)Cl)C(Cl)Cl)Cl. Cell line: HL-60(TB). Synergy scores: CSS=70.0, Synergy_ZIP=10.1, Synergy_Bliss=9.18, Synergy_Loewe=-4.25, Synergy_HSA=9.39. (4) Drug 1: CCC1=C2CN3C(=CC4=C(C3=O)COC(=O)C4(CC)O)C2=NC5=C1C=C(C=C5)O. Drug 2: CC12CCC3C(C1CCC2OP(=O)(O)O)CCC4=C3C=CC(=C4)OC(=O)N(CCCl)CCCl.[Na+]. Cell line: PC-3. Synergy scores: CSS=34.7, Synergy_ZIP=0.973, Synergy_Bliss=2.49, Synergy_Loewe=-19.7, Synergy_HSA=4.77. (5) Drug 1: CC(CN1CC(=O)NC(=O)C1)N2CC(=O)NC(=O)C2. Drug 2: C1=NC2=C(N=C(N=C2N1C3C(C(C(O3)CO)O)O)F)N. Cell line: OVCAR3. Synergy scores: CSS=19.6, Synergy_ZIP=-1.87, Synergy_Bliss=2.24, Synergy_Loewe=-0.375, Synergy_HSA=0.930. (6) Drug 1: C1=NC2=C(N=C(N=C2N1C3C(C(C(O3)CO)O)F)Cl)N. Drug 2: C1=CC=C(C(=C1)C(C2=CC=C(C=C2)Cl)C(Cl)Cl)Cl. Cell line: UACC62. Synergy scores: CSS=-0.0655, Synergy_ZIP=0.306, Synergy_Bliss=-0.181, Synergy_Loewe=-1.46, Synergy_HSA=-1.46. (7) Drug 1: C1=CC(=CC=C1C#N)C(C2=CC=C(C=C2)C#N)N3C=NC=N3. Drug 2: C1CN1C2=NC(=NC(=N2)N3CC3)N4CC4. Cell line: SN12C. Synergy scores: CSS=45.3, Synergy_ZIP=0.277, Synergy_Bliss=0.631, Synergy_Loewe=-4.78, Synergy_HSA=-1.43.